Dataset: Forward reaction prediction with 1.9M reactions from USPTO patents (1976-2016). Task: Predict the product of the given reaction. (1) Given the reactants [C:1]([O:5][C@@H:6]([C:12]1[C:13]([CH3:41])=[N:14][C:15]([CH3:40])=[C:16]([C:26]2[CH:31]=[CH:30][C:29]([O:32][CH2:33][C:34]3[CH:39]=[CH:38][N:37]=[CH:36][CH:35]=3)=[CH:28][CH:27]=2)[C:17]=1[N:18]1[CH2:23][CH2:22][C:21]([CH3:25])([CH3:24])[CH2:20][CH2:19]1)[C:7]([O:9]CC)=[O:8])([CH3:4])([CH3:3])[CH3:2].[OH-].[Na+], predict the reaction product. The product is: [C:1]([O:5][C@@H:6]([C:12]1[C:13]([CH3:41])=[N:14][C:15]([CH3:40])=[C:16]([C:26]2[CH:27]=[CH:28][C:29]([O:32][CH2:33][C:34]3[CH:35]=[CH:36][N:37]=[CH:38][CH:39]=3)=[CH:30][CH:31]=2)[C:17]=1[N:18]1[CH2:23][CH2:22][C:21]([CH3:25])([CH3:24])[CH2:20][CH2:19]1)[C:7]([OH:9])=[O:8])([CH3:4])([CH3:2])[CH3:3]. (2) The product is: [NH2:3][C:6]1[CH:18]=[C:17]([C:19]2[CH:20]=[CH:21][CH:22]=[CH:23][CH:24]=2)[CH:16]=[CH:15][C:7]=1[C:8]([O:10][C:11]([CH3:14])([CH3:13])[CH3:12])=[O:9]. Given the reactants CO.[N+:3]([C:6]1[CH:18]=[C:17]([C:19]2[CH:24]=[CH:23][CH:22]=[CH:21][CH:20]=2)[CH:16]=[CH:15][C:7]=1[C:8]([O:10][C:11]([CH3:14])([CH3:13])[CH3:12])=[O:9])([O-])=O, predict the reaction product. (3) Given the reactants [C:1]([O:4][CH2:5][S:6][C:7]1[C:12]([F:13])=[CH:11][C:10]([C:14]2[C:15]([C:20]3[CH:25]=[CH:24][CH:23]=[CH:22][CH:21]=3)=[N:16][O:17][C:18]=2[CH3:19])=[CH:9][C:8]=1[F:26])(=[O:3])[CH3:2].[OH2:27].[OH2:28].O.O.O.O.C(O[O-])(=O)C1C(=CC=CC=1)C([O-])=O.[Mg+2].O.[Cl-].[NH4+], predict the reaction product. The product is: [C:1]([O:4][CH2:5][S:6]([C:7]1[C:12]([F:13])=[CH:11][C:10]([C:14]2[C:15]([C:20]3[CH:25]=[CH:24][CH:23]=[CH:22][CH:21]=3)=[N:16][O:17][C:18]=2[CH3:19])=[CH:9][C:8]=1[F:26])(=[O:28])=[O:27])(=[O:3])[CH3:2]. (4) Given the reactants [H-].[H-].[H-].[H-].[Li+].[Al+3].[CH:7]1([C:16]([N:18]2[CH2:23][CH:22]=[C:21]([C:24]3[C:32]4[C:27](=[CH:28][CH:29]=[CH:30][CH:31]=4)[NH:26][CH:25]=3)[CH2:20][CH2:19]2)=O)[C:15]2[C:10](=[CH:11][CH:12]=[CH:13][CH:14]=2)[CH2:9][CH2:8]1, predict the reaction product. The product is: [CH:7]1([CH2:16][N:18]2[CH2:19][CH:20]=[C:21]([C:24]3[C:32]4[C:27](=[CH:28][CH:29]=[CH:30][CH:31]=4)[NH:26][CH:25]=3)[CH2:22][CH2:23]2)[C:15]2[C:10](=[CH:11][CH:12]=[CH:13][CH:14]=2)[CH2:9][CH2:8]1. (5) Given the reactants Cl.[NH2:2][C:3]1[C:12]2[N:13]=[C:14]([CH2:37][CH2:38][O:39][CH3:40])[N:15]([CH2:16][CH2:17][CH2:18][N:19]([CH2:24][C:25]3[CH:26]=[C:27]([CH:34]=[CH:35][CH:36]=3)[O:28][CH2:29][C:30]([O:32][CH3:33])=[O:31])[C:20](=[O:23])[CH2:21]Cl)[C:11]=2[C:10]2[CH:9]=[CH:8][CH:7]=[CH:6][C:5]=2[N:4]=1.[NH:41]1[CH2:46][CH2:45][CH2:44][CH2:43][CH2:42]1, predict the reaction product. The product is: [NH2:2][C:3]1[C:12]2[N:13]=[C:14]([CH2:37][CH2:38][O:39][CH3:40])[N:15]([CH2:16][CH2:17][CH2:18][N:19]([CH2:24][C:25]3[CH:26]=[C:27]([CH:34]=[CH:35][CH:36]=3)[O:28][CH2:29][C:30]([O:32][CH3:33])=[O:31])[C:20](=[O:23])[CH2:21][N:41]3[CH2:46][CH2:45][CH2:44][CH2:43][CH2:42]3)[C:11]=2[C:10]2[CH:9]=[CH:8][CH:7]=[CH:6][C:5]=2[N:4]=1.